From a dataset of Forward reaction prediction with 1.9M reactions from USPTO patents (1976-2016). Predict the product of the given reaction. (1) The product is: [CH3:1][C:2]1[O:6][C:5]([C:7]([NH:9][C:10]([C:13]2[N:19]([CH3:20])[C:17](=[O:18])[C:16]([OH:21])=[C:15]([C:22]([NH:24][CH2:25][C:26]3[CH:27]=[CH:28][C:29]([F:32])=[CH:30][CH:31]=3)=[O:23])[N:14]=2)([CH3:12])[CH3:11])=[O:8])=[N:4][N:3]=1.[Ba:36]. Given the reactants [CH3:1][C:2]1[O:6][C:5]([C:7]([NH:9][C:10]([C:13]2[N:19]([CH3:20])[C:17](=[O:18])[C:16]([OH:21])=[C:15]([C:22]([NH:24][CH2:25][C:26]3[CH:27]=[CH:28][C:29]([F:32])=[CH:30][CH:31]=3)=[O:23])[N:14]=2)([CH3:12])[CH3:11])=[O:8])=[N:4][N:3]=1.CO.[OH-].[Ba+2:36].[OH-], predict the reaction product. (2) The product is: [Cl:33][C:18]1[C:19]([NH:21][C:22]2[C:27]([S:28]([CH3:31])(=[O:30])=[O:29])=[CH:26][CH:25]=[CH:24][C:23]=2[F:32])=[N:20][C:15]([NH:1][C:2]2[CH:3]=[CH:4][C:5]3[CH2:11][CH2:10][CH2:9][C:8](=[O:12])[NH:7][C:6]=3[CH:13]=2)=[N:16][CH:17]=1. Given the reactants [NH2:1][C:2]1[CH:3]=[CH:4][C:5]2[CH2:11][CH2:10][CH2:9][C:8](=[O:12])[NH:7][C:6]=2[CH:13]=1.Cl[C:15]1[N:20]=[C:19]([NH:21][C:22]2[C:27]([S:28]([CH3:31])(=[O:30])=[O:29])=[CH:26][CH:25]=[CH:24][C:23]=2[F:32])[C:18]([Cl:33])=[CH:17][N:16]=1, predict the reaction product. (3) Given the reactants [Cl:1][C:2]1[CH:29]=[CH:28][C:5]([CH2:6][NH:7][C:8]([C:10]2[N:11]=[N:12][C:13]3[C:18]([C:19]=2[OH:20])=[CH:17][C:16]([CH2:21][N:22]2[CH2:27][CH2:26][O:25][CH2:24][CH2:23]2)=[CH:15][CH:14]=3)=[O:9])=[CH:4][CH:3]=1.[CH3:30][Si]([N-][Si](C)(C)C)(C)C.[Li+].CI, predict the reaction product. The product is: [Cl:1][C:2]1[CH:29]=[CH:28][C:5]([CH2:6][NH:7][C:8]([C:10]2[C:19](=[O:20])[C:18]3[C:13](=[CH:14][CH:15]=[C:16]([CH2:21][N:22]4[CH2:27][CH2:26][O:25][CH2:24][CH2:23]4)[CH:17]=3)[N:12]([CH3:30])[N:11]=2)=[O:9])=[CH:4][CH:3]=1. (4) Given the reactants [CH3:1][O:2][C:3](=[O:11])[CH2:4][O:5][CH2:6]/[CH:7]=[CH:8]\[CH2:9][OH:10].[Cr](Cl)([O-])(=O)=O.[NH+]1C=CC=CC=1, predict the reaction product. The product is: [CH3:1][O:2][C:3](=[O:11])[CH2:4][O:5][CH2:6]/[CH:7]=[CH:8]/[CH:9]=[O:10].